This data is from Full USPTO retrosynthesis dataset with 1.9M reactions from patents (1976-2016). The task is: Predict the reactants needed to synthesize the given product. Given the product [CH3:17][C:15]1[N:14]=[C:13]2[C:9]([N:10]=[CH:11][N:12]2[CH:18]2[CH2:23][CH2:22][CH2:21][CH2:20][O:19]2)=[C:8]([C:7]2[C:2]([NH:50][C:45]3[C:44]4[CH:43]=[N:42][N:41]([CH:36]5[CH2:37][CH2:38][CH2:39][CH2:40][O:35]5)[C:49]=4[CH:48]=[CH:47][CH:46]=3)=[N:3][CH:4]=[C:5]([CH2:24][C:25]3[CH:30]=[CH:29][C:28]([S:31]([CH3:34])(=[O:33])=[O:32])=[CH:27][CH:26]=3)[CH:6]=2)[N:16]=1, predict the reactants needed to synthesize it. The reactants are: F[C:2]1[C:7]([C:8]2[N:16]=[C:15]([CH3:17])[N:14]=[C:13]3[C:9]=2[N:10]=[CH:11][N:12]3[CH:18]2[CH2:23][CH2:22][CH2:21][CH2:20][O:19]2)=[CH:6][C:5]([CH2:24][C:25]2[CH:30]=[CH:29][C:28]([S:31]([CH3:34])(=[O:33])=[O:32])=[CH:27][CH:26]=2)=[CH:4][N:3]=1.[O:35]1[CH2:40][CH2:39][CH2:38][CH2:37][CH:36]1[N:41]1[C:49]2[CH:48]=[CH:47][CH:46]=[C:45]([NH2:50])[C:44]=2[CH:43]=[N:42]1.[Li+].C[Si]([N-][Si](C)(C)C)(C)C.